Task: Predict the reaction yield, written as a fraction of the theoretical maximum amount of product (1.0 means a 100% yield; for example, 0.34 means a 34% yield).. Dataset: Reaction yield outcomes from USPTO patents with 853,638 reactions (1) The reactants are [F:1][C:2]([F:12])([F:11])[C:3]1[CH:10]=[CH:9][C:6]([CH:7]=[CH2:8])=[CH:5][CH:4]=1.C(O)/C=C\[CH2:16][OH:17]. The catalyst is O1CCCC1. The product is [F:1][C:2]([F:11])([F:12])[C:3]1[CH:10]=[CH:9][C:6]([CH:7]=[CH:8][CH2:16][OH:17])=[CH:5][CH:4]=1. The yield is 0.580. (2) The reactants are [Mg].[CH:2]1(Br)[CH2:8][CH2:7][CH2:6][CH2:5][CH2:4][CH2:3]1.[Cl-].[Li+].[Cu](C#N)C#N.C1([Mg]Br)CCCCCC1.[C:26]([O:30][CH3:31])(=[O:29])[C:27]#[CH:28].[I:32]I. The catalyst is O1CCCC1.BrCCBr. The product is [CH3:31][O:30][C:26](=[O:29])/[C:27](/[I:32])=[CH:28]\[CH:2]1[CH2:8][CH2:7][CH2:6][CH2:5][CH2:4][CH2:3]1. The yield is 0.640.